From a dataset of Full USPTO retrosynthesis dataset with 1.9M reactions from patents (1976-2016). Predict the reactants needed to synthesize the given product. (1) Given the product [CH3:1][O:2][C:3]1[CH:4]=[C:5]2[C:10](=[CH:11][C:12]=1[O:13][CH3:14])[N:9]=[CH:8][CH:7]=[C:6]2[O:15][C:16]1[C:22]([CH3:23])=[CH:21][C:19]([NH:20][C:43](=[O:49])[O:44][CH2:45][CH2:56][CH2:55][O:54][C:53]2[CH:59]=[CH:60][CH:61]=[CH:62][C:52]=2[F:51])=[C:18]([CH3:24])[CH:17]=1, predict the reactants needed to synthesize it. The reactants are: [CH3:1][O:2][C:3]1[CH:4]=[C:5]2[C:10](=[CH:11][C:12]=1[O:13][CH3:14])[N:9]=[CH:8][CH:7]=[C:6]2[O:15][C:16]1[C:22]([CH3:23])=[CH:21][C:19]([NH2:20])=[C:18]([CH3:24])[CH:17]=1.C1(C)C=CC=CC=1.C(N(CC)CC)C.ClC(Cl)(O[C:43](=[O:49])[O:44][C:45](Cl)(Cl)Cl)Cl.[F:51][C:52]1[CH:62]=[CH:61][CH:60]=[CH:59][C:53]=1[O:54][CH2:55][CH2:56]CO. (2) Given the product [CH3:1][C@@H:2]1[CH2:30][NH:29][C@H:5]2[C@@H:6]([CH3:28])[C@:7]3([C:24]([CH3:25])=[C:23]4[C@H:11]([C@H:12]5[C@H:21]([CH2:22]4)[C@:20]4([CH3:26])[C:15]([CH2:16][C@@H:17]([OH:27])[CH2:18][CH2:19]4)=[CH:14][CH2:13]5)[CH2:10][CH2:9]3)[O:8][C@@H:4]2[CH2:3]1.[NH3:31][Pt:32]([Cl:35])([Cl:34])[NH3:33], predict the reactants needed to synthesize it. The reactants are: [CH3:1][C@@H:2]1[CH2:30][NH:29][C@H:5]2[C@@H:6]([CH3:28])[C@:7]3([C:24]([CH3:25])=[C:23]4[C@H:11]([C@H:12]5[C@H:21]([CH2:22]4)[C@:20]4([CH3:26])[C:15]([CH2:16][C@@H:17]([OH:27])[CH2:18][CH2:19]4)=[CH:14][CH2:13]5)[CH2:10][CH2:9]3)[O:8][C@@H:4]2[CH2:3]1.[NH3:31][Pt:32]([Cl:35])([Cl:34])[NH3:33].